Dataset: Reaction yield outcomes from USPTO patents with 853,638 reactions. Task: Predict the reaction yield, written as a fraction of the theoretical maximum amount of product (1.0 means a 100% yield; for example, 0.34 means a 34% yield). (1) The reactants are [CH2:1]([S:5][C:6]1[CH:14]=[CH:13][C:12]([S:15]([CH3:18])(=[O:17])=[O:16])=[CH:11][C:7]=1[C:8]([OH:10])=O)[CH:2]([CH3:4])[CH3:3].[N:19]1([C:25]2[N:30]=[CH:29][C:28]([C:31]([F:34])([F:33])[F:32])=[CH:27][N:26]=2)[CH2:24][CH2:23][NH:22][CH2:21][CH2:20]1. No catalyst specified. The product is [CH2:1]([S:5][C:6]1[CH:14]=[CH:13][C:12]([S:15]([CH3:18])(=[O:17])=[O:16])=[CH:11][C:7]=1[C:8]([N:22]1[CH2:23][CH2:24][N:19]([C:25]2[N:26]=[CH:27][C:28]([C:31]([F:34])([F:32])[F:33])=[CH:29][N:30]=2)[CH2:20][CH2:21]1)=[O:10])[CH:2]([CH3:3])[CH3:4]. The yield is 0.770. (2) The reactants are [OH:1][NH:2][C:3]([C:5]1[O:6][C:7]([C:10]2[CH:15]=[CH:14][C:13]([C:16]3[CH:21]=[CH:20][C:19]([C:22](=[NH:25])[NH:23]O)=[CH:18][CH:17]=3)=[CH:12][CH:11]=2)=[CH:8][CH:9]=1)=[NH:4].O[Li].O.S([O:34][CH3:35])(OC)(=O)=O.[CH3:36]N(C=O)C. No catalyst specified. The product is [CH3:36][O:1][NH:2][C:3]([C:5]1[O:6][C:7]([C:10]2[CH:15]=[CH:14][C:13]([C:16]3[CH:17]=[CH:18][C:19]([C:22](=[NH:25])[NH:23][O:34][CH3:35])=[CH:20][CH:21]=3)=[CH:12][CH:11]=2)=[CH:8][CH:9]=1)=[NH:4]. The yield is 0.920. (3) The reactants are CS(O[CH:6]1[CH2:11][CH2:10][CH2:9][N:8]([C:12]2[S:13][CH:14]=[CH:15][N:16]=2)[CH2:7]1)(=O)=O.[CH3:17][NH2:18].[NH4+].[OH-]. The catalyst is ClCCCl.CCO. The product is [CH3:17][NH:18][CH:6]1[CH2:11][CH2:10][CH2:9][N:8]([C:12]2[S:13][CH:14]=[CH:15][N:16]=2)[CH2:7]1. The yield is 0.730. (4) The reactants are [OH:1][C:2]1[CH:3]=[CH:4][C:5]2[N:9]=[C:8]([CH2:10][O:11][C:12]3[CH:13]=[C:14]([CH:19]=[CH:20][CH:21]=3)[C:15]([O:17][CH3:18])=[O:16])[N:7]([CH3:22])[C:6]=2[CH:23]=1.[Br:24][C:25]1[CH:26]=[C:27]([CH3:32])[C:28](F)=[N:29][CH:30]=1.N1C2C(=CC=C3C=2N=CC=C3)C=CC=1.C(=O)([O-])[O-].[Cs+].[Cs+]. The catalyst is [Cu](I)I.CN(C=O)C. The product is [Br:24][C:25]1[CH:26]=[C:27]([CH3:32])[C:28]([O:1][C:2]2[CH:3]=[CH:4][C:5]3[N:9]=[C:8]([CH2:10][O:11][C:12]4[CH:13]=[C:14]([CH:19]=[CH:20][CH:21]=4)[C:15]([O:17][CH3:18])=[O:16])[N:7]([CH3:22])[C:6]=3[CH:23]=2)=[N:29][CH:30]=1. The yield is 0.140. (5) The reactants are [F:1][CH:2]1[CH2:7][CH2:6][N:5]([CH2:8][CH2:9][O:10][C:11]2[CH:16]=[CH:15][C:14]([NH2:17])=[CH:13][C:12]=2[C:18]2[N:19]([CH3:23])[N:20]=[CH:21][CH:22]=2)[CH2:4][CH2:3]1.[F:24][C:25]1[CH:33]=[CH:32][C:28]([C:29](Cl)=[O:30])=[CH:27][C:26]=1[Cl:34].C(N(CC)CC)C. The catalyst is C1COCC1. The product is [Cl:34][C:26]1[CH:27]=[C:28]([CH:32]=[CH:33][C:25]=1[F:24])[C:29]([NH:17][C:14]1[CH:15]=[CH:16][C:11]([O:10][CH2:9][CH2:8][N:5]2[CH2:6][CH2:7][CH:2]([F:1])[CH2:3][CH2:4]2)=[C:12]([C:18]2[N:19]([CH3:23])[N:20]=[CH:21][CH:22]=2)[CH:13]=1)=[O:30]. The yield is 0.500. (6) The reactants are [Cl:1][C:2]1[C:3]2[CH:10]=[CH:9][NH:8][C:4]=2[N:5]=[CH:6][N:7]=1.O[CH:12]1[CH2:17][CH2:16][N:15]([C:18]([O:20][C:21]([CH3:24])([CH3:23])[CH3:22])=[O:19])[CH2:14][CH2:13]1.C1(P(C2C=CC=CC=2)C2C=CC=CC=2)C=CC=CC=1.N(C(OCC)=O)=NC(OCC)=O. The catalyst is C1(C)C=CC=CC=1.O1CCCC1. The product is [Cl:1][C:2]1[C:3]2[CH:10]=[CH:9][N:8]([CH:12]3[CH2:17][CH2:16][N:15]([C:18]([O:20][C:21]([CH3:24])([CH3:23])[CH3:22])=[O:19])[CH2:14][CH2:13]3)[C:4]=2[N:5]=[CH:6][N:7]=1. The yield is 0.570. (7) The reactants are [C:1]1([C:18]2[CH:23]=[CH:22][CH:21]=[CH:20][CH:19]=2)[CH:6]=[CH:5][CH:4]=[CH:3][C:2]=1[P:7]1[C:12]([CH3:14])([CH3:13])[CH2:11][C:10](=[O:15])[CH2:9][C:8]1([CH3:17])[CH3:16].B(F)(F)F.[CH3:28]COCC.P.C[Si](C=[N+]=[N-])(C)C. The catalyst is Cl. The product is [C:1]1([C:18]2[CH:19]=[CH:20][CH:21]=[CH:22][CH:23]=2)[CH:6]=[CH:5][CH:4]=[CH:3][C:2]=1[P:7]1[C:8]([CH3:16])([CH3:17])[CH2:9][CH2:28][C:10](=[O:15])[CH2:11][C:12]1([CH3:14])[CH3:13]. The yield is 0.620. (8) The reactants are [CH2:1]([CH:3]([CH2:6][CH2:7][CH2:8][CH3:9])[CH2:4][OH:5])[CH3:2].[SH:10][C:11]1[CH:19]=[CH:18][CH:17]=[CH:16][C:12]=1[C:13](O)=[O:14].S(=O)(=O)(O)O. The catalyst is O.C1(C)C=CC=CC=1. The product is [SH:10][C:11]1[CH:19]=[CH:18][CH:17]=[CH:16][C:12]=1[C:13]([O:5][CH2:4][CH:3]([CH2:1][CH3:2])[CH2:6][CH2:7][CH2:8][CH3:9])=[O:14]. The yield is 0.950. (9) The reactants are C[C:2]1[C:12](=[O:13])[C:11]2[CH:10]=[CH:9][CH:8]=[CH:7][C:6]=2[C:4](=[O:5])[CH:3]=1.[F:14][C:15]([F:28])([F:27])[O:16][C:17]1[CH:22]=[CH:21][C:20]([CH2:23][C:24](O)=O)=[CH:19][CH:18]=1.[K+].[Br-]. The catalyst is CC(=O)OCC. The product is [CH3:2][C:3]1[C:4](=[O:5])[C:6]2[C:11]([C:12](=[O:13])[C:24]=1[CH2:23][C:20]1[CH:21]=[CH:22][C:17]([O:16][C:15]([F:28])([F:27])[F:14])=[CH:18][CH:19]=1)=[CH:10][CH:9]=[CH:8][CH:7]=2. The yield is 0.780. (10) The product is [Cl:1][C:2]1[N:11]=[C:10]([N:21]([CH3:22])[CH3:20])[C:9]2[CH2:8][CH2:7][CH2:6][CH:5]([C:13]3[CH:18]=[CH:17][C:16]([F:19])=[CH:15][CH:14]=3)[C:4]=2[N:3]=1. The reactants are [Cl:1][C:2]1[N:11]=[C:10](Cl)[C:9]2[CH2:8][CH2:7][CH2:6][CH:5]([C:13]3[CH:18]=[CH:17][C:16]([F:19])=[CH:15][CH:14]=3)[C:4]=2[N:3]=1.[CH3:20][NH:21][CH3:22]. The yield is 1.00. The catalyst is CO.